This data is from Reaction yield outcomes from USPTO patents with 853,638 reactions. The task is: Predict the reaction yield, written as a fraction of the theoretical maximum amount of product (1.0 means a 100% yield; for example, 0.34 means a 34% yield). (1) The reactants are [CH3:1][NH:2][S:3]([C:6]1[CH:7]=[C:8]([CH:12]=[CH:13][CH:14]=1)[C:9]([OH:11])=[O:10])(=[O:5])=[O:4].S(=O)(=O)(O)O.[CH3:20]O. No catalyst specified. The product is [CH3:1][NH:2][S:3]([C:6]1[CH:7]=[C:8]([CH:12]=[CH:13][CH:14]=1)[C:9]([O:11][CH3:20])=[O:10])(=[O:4])=[O:5]. The yield is 0.535. (2) The reactants are Br[C:2]1[N:7]=[N:6][C:5]([NH2:8])=[N:4][C:3]=1[C:9]1[CH:14]=[CH:13][C:12]([F:15])=[CH:11][CH:10]=1.[Cl:16][C:17]1[CH:18]=[C:19](B(O)O)[CH:20]=[CH:21][CH:22]=1. No catalyst specified. The product is [Cl:16][C:17]1[CH:22]=[C:21]([C:2]2[N:7]=[N:6][C:5]([NH2:8])=[N:4][C:3]=2[C:9]2[CH:14]=[CH:13][C:12]([F:15])=[CH:11][CH:10]=2)[CH:20]=[CH:19][CH:18]=1. The yield is 0.190. (3) The reactants are [CH3:1][O:2][C:3]([C:5]1[C:9](C2C=CC(F)=CC=2)=[N:8][NH:7][N:6]=1)=[O:4].[H-].[Na+].O.[CH2:20]1COCC1. No catalyst specified. The product is [CH3:1][O:2][C:3]([C:5]1[NH:6][NH:7][N:8]([CH3:20])[CH:9]=1)=[O:4]. The yield is 0.330. (4) The reactants are [F:1][C:2]1[CH:7]=[CH:6][C:5]([C@@H:8]([NH:10][C:11]([C:13]2[N:18]=[CH:17][N:16]=[C:15]([NH:19]C(=O)OC(C)(C)C)[CH:14]=2)=[O:12])[CH3:9])=[CH:4][CH:3]=1.[ClH:27]. The catalyst is CCOCC. The product is [ClH:27].[NH2:19][C:15]1[N:16]=[CH:17][N:18]=[C:13]([C:11]([NH:10][C@H:8]([C:5]2[CH:4]=[CH:3][C:2]([F:1])=[CH:7][CH:6]=2)[CH3:9])=[O:12])[CH:14]=1. The yield is 0.970.